From a dataset of Merck oncology drug combination screen with 23,052 pairs across 39 cell lines. Regression. Given two drug SMILES strings and cell line genomic features, predict the synergy score measuring deviation from expected non-interaction effect. (1) Drug 1: C=CCn1c(=O)c2cnc(Nc3ccc(N4CCN(C)CC4)cc3)nc2n1-c1cccc(C(C)(C)O)n1. Drug 2: NC(=O)c1cccc2cn(-c3ccc(C4CCCNC4)cc3)nc12. Cell line: LNCAP. Synergy scores: synergy=13.1. (2) Drug 1: COc1cccc2c1C(=O)c1c(O)c3c(c(O)c1C2=O)CC(O)(C(=O)CO)CC3OC1CC(N)C(O)C(C)O1. Drug 2: Cc1nc(Nc2ncc(C(=O)Nc3c(C)cccc3Cl)s2)cc(N2CCN(CCO)CC2)n1. Cell line: NCIH2122. Synergy scores: synergy=-45.5. (3) Drug 1: CN1C(=O)C=CC2(C)C3CCC4(C)C(NC(=O)OCC(F)(F)F)CCC4C3CCC12. Drug 2: O=P1(N(CCCl)CCCl)NCCCO1. Cell line: OV90. Synergy scores: synergy=3.60. (4) Drug 1: COC1CC2CCC(C)C(O)(O2)C(=O)C(=O)N2CCCCC2C(=O)OC(C(C)CC2CCC(OP(C)(C)=O)C(OC)C2)CC(=O)C(C)C=C(C)C(O)C(OC)C(=O)C(C)CC(C)C=CC=CC=C1C. Drug 2: CNC(=O)c1cc(Oc2ccc(NC(=O)Nc3ccc(Cl)c(C(F)(F)F)c3)cc2)ccn1. Cell line: NCIH520. Synergy scores: synergy=16.0. (5) Drug 1: CC1CC2C3CCC4=CC(=O)C=CC4(C)C3(F)C(O)CC2(C)C1(O)C(=O)CO. Drug 2: CCN(CC)CCNC(=O)c1c(C)[nH]c(C=C2C(=O)Nc3ccc(F)cc32)c1C. Cell line: VCAP. Synergy scores: synergy=3.40. (6) Drug 1: NC(=O)c1cccc2cn(-c3ccc(C4CCCNC4)cc3)nc12. Drug 2: CCc1c2c(nc3ccc(O)cc13)-c1cc3c(c(=O)n1C2)COC(=O)C3(O)CC. Cell line: NCIH460. Synergy scores: synergy=28.5.